From a dataset of Experimentally validated miRNA-target interactions with 360,000+ pairs, plus equal number of negative samples. Binary Classification. Given a miRNA mature sequence and a target amino acid sequence, predict their likelihood of interaction. (1) The miRNA is mmu-miR-532-5p with sequence CAUGCCUUGAGUGUAGGACCGU. The protein sequence of the target gene is MAVWTRATKAGLVELLLRERWVRVVAELSGESLSLTGDAAAVEPEPPAAAFNGLPNGGGGESLPGSPNRGLGPPSPPAPPRGPAGEASASPPVRRVRVVKQEAGGLGISIKGGRENRMPILISKIFPGLAADQSRALRLGDAILSVNGTDLRQATHDQAVQALKRAGKEVLLEVKFIREVTPYIKKPSLVSDLPWEGASPQSPSFSGSEDSGSPKHQNTTKDRKVIPLKMCFAARNLSMPDLENRLIELHSPDSRNTLILRCKDTATAHSWFVAIHTNIMALLPQVLAELNAMLGATSTA.... Result: 0 (no interaction). (2) The miRNA is hsa-miR-8055 with sequence CUUUGAGCACAUGAGCAGACGGA. The protein sequence of the target gene is MAPRKRGGRGISFIFCCFRNNDHPEITYRLRNDSNFALQTMEPALPMPPVEELDVMFSELVDELDLTDKHREAMFALPAEKKWQIYCSKKKDQEENKGATSWPEFYIDQLNSMAARKSLLALEKEEEEERSKTIESLKTALRTKPMRFVTRFIDLDGLSCILNFLKTMDYETSESRIHTSLIGCIKALMNNSQGRAHVLAHSESINVIAQSLSTENIKTKVAVLEILGAVCLVPGGHKKVLQAMLHYQKYASERTRFQTLINDLDKSTGRYRDEVSLKTAIMSFINAVLSQGAGVESLDF.... Result: 1 (interaction).